The task is: Predict which catalyst facilitates the given reaction.. This data is from Catalyst prediction with 721,799 reactions and 888 catalyst types from USPTO. (1) Reactant: Cl.[CH3:2][C:3]([CH3:12])([CH3:11])[CH2:4][C@H:5]([NH2:10])[CH2:6][N:7]([CH3:9])[CH3:8].C(N(CC)CC)C.[CH3:20][C@@H:21]1[C@@H:26]([NH:27][C:28]([CH:30]2[CH2:34][CH2:33][S:32](=[O:36])(=[O:35])[N:31]2[CH2:37][C:38]2[CH:43]=[CH:42][CH:41]=[C:40]([CH:44]=O)[CH:39]=2)=[O:29])[CH2:25][C@H:24]2[CH2:46][C@@H:22]1[C:23]2([CH3:48])[CH3:47].C([BH3-])#N.[Na+]. Product: [CH3:20][C@@H:21]1[C@@H:26]([NH:27][C:28]([CH:30]2[CH2:34][CH2:33][S:32](=[O:36])(=[O:35])[N:31]2[CH2:37][C:38]2[CH:43]=[CH:42][CH:41]=[C:40]([CH2:44][NH:10][C@H:5]([CH2:6][N:7]([CH3:9])[CH3:8])[CH2:4][C:3]([CH3:12])([CH3:11])[CH3:2])[CH:39]=2)=[O:29])[CH2:25][C@H:24]2[CH2:46][C@@H:22]1[C:23]2([CH3:47])[CH3:48]. The catalyst class is: 130. (2) Reactant: C(N1C=CN=C1)(N1C=CN=C1)=S.[CH3:13][N:14]1[CH2:19][CH2:18][NH:17][CH2:16][CH2:15]1.[NH2:20][C:21](N)=[S:22].Br[CH2:25][C:26]([C:28]1[CH:36]=[CH:35][C:31]([C:32]([OH:34])=[O:33])=[CH:30][CH:29]=1)=O. Product: [CH3:13][N:14]1[CH2:19][CH2:18][N:17]([C:21]2[S:22][CH:25]=[C:26]([C:28]3[CH:36]=[CH:35][C:31]([C:32]([OH:34])=[O:33])=[CH:30][CH:29]=3)[N:20]=2)[CH2:16][CH2:15]1. The catalyst class is: 242. (3) Reactant: [OH-].[K+].O.C1COCC1.[Si:9]([O:16][CH2:17][C:18]([C:21]1[CH:31]=[CH:30][C:24]([C:25]([O:27]CC)=[O:26])=[CH:23][CH:22]=1)([CH3:20])[CH3:19])([C:12]([CH3:15])([CH3:14])[CH3:13])([CH3:11])[CH3:10]. Product: [Si:9]([O:16][CH2:17][C:18]([C:21]1[CH:22]=[CH:23][C:24]([C:25]([OH:27])=[O:26])=[CH:30][CH:31]=1)([CH3:20])[CH3:19])([C:12]([CH3:13])([CH3:14])[CH3:15])([CH3:11])[CH3:10]. The catalyst class is: 5. (4) Reactant: [CH:1]([N:4]1[C:9](=[O:10])[CH:8]=[CH:7][C:6]([C:11]2[S:15][C:14]([C:16]([NH:18][CH3:19])=[O:17])=[N:13][C:12]=2[C:20]2[CH:25]=[CH:24][CH:23]=[CH:22][CH:21]=2)=[N:5]1)([CH3:3])[CH3:2].[H-].[Na+].I[CH3:29].O. Product: [CH:1]([N:4]1[C:9](=[O:10])[CH:8]=[CH:7][C:6]([C:11]2[S:15][C:14]([C:16]([N:18]([CH3:29])[CH3:19])=[O:17])=[N:13][C:12]=2[C:20]2[CH:25]=[CH:24][CH:23]=[CH:22][CH:21]=2)=[N:5]1)([CH3:3])[CH3:2]. The catalyst class is: 9.